The task is: Predict the reaction yield, written as a fraction of the theoretical maximum amount of product (1.0 means a 100% yield; for example, 0.34 means a 34% yield).. This data is from Reaction yield outcomes from USPTO patents with 853,638 reactions. (1) The yield is 0.735. The product is [CH2:1]([C@@H:8]1[CH2:12][O:11][C:10](=[O:13])[N:9]1[C:14](=[O:23])[C@@H:15]([C:16]1[CH:17]=[CH:18][C:19]([Cl:22])=[CH:20][CH:21]=1)[CH2:53][N:45]([CH2:44][C:43]1[CH:56]=[CH:57][C:58]([O:60][CH3:61])=[CH:59][C:42]=1[O:41][CH3:40])[C:46](=[O:52])[O:47][C:48]([CH3:51])([CH3:50])[CH3:49])[C:2]1[CH:7]=[CH:6][CH:5]=[CH:4][CH:3]=1. The reactants are [CH2:1]([C@@H:8]1[CH2:12][O:11][C:10](=[O:13])[N:9]1[C:14](=[O:23])[CH2:15][C:16]1[CH:21]=[CH:20][C:19]([Cl:22])=[CH:18][CH:17]=1)[C:2]1[CH:7]=[CH:6][CH:5]=[CH:4][CH:3]=1.C1(C)C=CC=CC=1.CCN(C(C)C)C(C)C.[CH3:40][O:41][C:42]1[CH:59]=[C:58]([O:60][CH3:61])[CH:57]=[CH:56][C:43]=1[CH2:44][N:45]([CH2:53]OC)[C:46](=[O:52])[O:47][C:48]([CH3:51])([CH3:50])[CH3:49]. The catalyst is C(Cl)Cl.Cl[Ti](Cl)(Cl)Cl. (2) The reactants are [F:1][C:2]1[CH:3]=[C:4]2[C:8](=[CH:9][CH:10]=1)[NH:7][C:6](=[O:11])[CH2:5]2.C[Si]([N-][Si](C)(C)C)(C)C.[Li+].[Cl:22][C:23]1[N:28]=[CH:27][C:26]2[C:29](=O)[O:30][CH:31]([CH2:32][CH2:33][CH3:34])[C:25]=2[C:24]=1[Cl:36].Cl. The catalyst is C1COCC1. The product is [Cl:22][C:23]1[N:28]=[CH:27][C:26]2[C:29](=[C:5]3[C:4]4[C:8](=[CH:9][CH:10]=[C:2]([F:1])[CH:3]=4)[NH:7][C:6]3=[O:11])[O:30][CH:31]([CH2:32][CH2:33][CH3:34])[C:25]=2[C:24]=1[Cl:36]. The yield is 0.360. (3) The reactants are Cl.C(OC([N:9]1[CH2:14][CH2:13][CH:12]([O:15][C:16]2[CH:21]=[CH:20][CH:19]=[CH:18][C:17]=2[C:22]([N:24]2[CH2:38][C:27]3=[C:28]4[N:33]([N:34]=[C:26]3[CH2:25]2)[C:32]([CH3:35])=[C:31]([Cl:36])[C:30]([CH3:37])=[N:29]4)=[O:23])[CH:11]([C:39]([F:42])([F:41])[F:40])[CH2:10]1)=O)(C)(C)C. The product is [ClH:36].[Cl:36][C:31]1[C:30]([CH3:37])=[N:29][C:28]2[N:33]([N:34]=[C:26]3[CH2:25][N:24]([C:22]([C:17]4[CH:18]=[CH:19][CH:20]=[CH:21][C:16]=4[O:15][CH:12]4[CH2:13][CH2:14][NH:9][CH2:10][CH:11]4[C:39]([F:41])([F:40])[F:42])=[O:23])[CH2:38][C:27]3=2)[C:32]=1[CH3:35]. The catalyst is O1CCOCC1. The yield is 0.620. (4) The reactants are [Br:1][C:2]1[CH:3]=[C:4]2[C:8](=[C:9]([C:11](O)=[O:12])[CH:10]=1)[NH:7][CH:6]=[C:5]2[CH:14]1[CH2:18][CH2:17][S:16](=[O:20])(=[O:19])[CH2:15]1.C1C=CC2N(O)N=[N:27]C=2C=1.N.O1CCOCC1. The catalyst is CN(C=O)C.C(OCC)(=O)C. The product is [Br:1][C:2]1[CH:3]=[C:4]2[C:8](=[C:9]([C:11]([NH2:27])=[O:12])[CH:10]=1)[NH:7][CH:6]=[C:5]2[CH:14]1[CH2:18][CH2:17][S:16](=[O:20])(=[O:19])[CH2:15]1. The yield is 0.960. (5) The reactants are [CH:1]1([NH2:8])[CH2:6][CH2:5][CH2:4][CH:3]([NH2:7])[CH2:2]1.[C:9](O[C:9]([O:11][C:12]([CH3:15])([CH3:14])[CH3:13])=[O:10])([O:11][C:12]([CH3:15])([CH3:14])[CH3:13])=[O:10]. The catalyst is C(Cl)(Cl)Cl. The product is [C:12]([O:11][C:9]([NH:7][CH:3]1[CH2:4][CH2:5][CH2:6][CH:1]([NH2:8])[CH2:2]1)=[O:10])([CH3:15])([CH3:14])[CH3:13]. The yield is 0.350. (6) The reactants are [H-].[Na+].CCCCCC.[C:9]([C:12]1[C:16]([CH3:17])=[CH:15][NH:14][C:13]=1[CH3:18])(=[O:11])[CH3:10].[Br:19][C:20]1[CH:27]=[C:26](F)[CH:25]=[CH:24][C:21]=1[C:22]#[N:23]. The catalyst is C(OCC)(=O)C.O.CN(C)C=O. The product is [C:9]([C:12]1[C:16]([CH3:17])=[CH:15][N:14]([C:26]2[CH:25]=[CH:24][C:21]([C:22]#[N:23])=[C:20]([Br:19])[CH:27]=2)[C:13]=1[CH3:18])(=[O:11])[CH3:10]. The yield is 0.470.